This data is from Catalyst prediction with 721,799 reactions and 888 catalyst types from USPTO. The task is: Predict which catalyst facilitates the given reaction. (1) Reactant: [Cl:1][C:2]1[CH:3]=[C:4]([CH:48]=[CH:49][CH:50]=1)[CH2:5][N:6]1[CH2:11][CH2:10][C:9]2([C:19]3[C:18](=[O:20])[N:17]([CH2:21][C@H:22]([NH:29][CH2:30][CH2:31]CC#N)[C:23]4[CH:28]=[CH:27][CH:26]=[CH:25][CH:24]=4)[C:16](=[O:35])[N:15]([CH2:36][C:37]4[C:42]([C:43]([F:46])([F:45])[F:44])=[CH:41][CH:40]=[CH:39][C:38]=4[F:47])[C:14]=3[CH2:13][O:12]2)[CH2:8][CH2:7]1.S(=O)(=O)(O)O.[OH-].[Na+].Cl.[C:59]([OH:62])(=[O:61])[CH3:60]. Product: [Cl:1][C:2]1[CH:3]=[C:4]([CH:48]=[CH:49][CH:50]=1)[CH2:5][N:6]1[CH2:7][CH2:8][C:9]2([C:19]3[C:18](=[O:20])[N:17]([CH2:21][C@H:22]([NH:29][CH2:30][CH2:31][CH2:60][C:59]([OH:62])=[O:61])[C:23]4[CH:24]=[CH:25][CH:26]=[CH:27][CH:28]=4)[C:16](=[O:35])[N:15]([CH2:36][C:37]4[C:42]([C:43]([F:44])([F:46])[F:45])=[CH:41][CH:40]=[CH:39][C:38]=4[F:47])[C:14]=3[CH2:13][O:12]2)[CH2:10][CH2:11]1. The catalyst class is: 6. (2) Product: [CH3:1][O:2][C:3]([C:5]1[S:6][CH:7]=[C:8]([Br:12])[C:9]=1[CH2:10][N:18]([CH2:19][C:20]1[CH:25]=[CH:24][C:23]([O:26][CH3:27])=[CH:22][C:21]=1[O:28][CH3:29])[CH2:17][C:16]([O:15][CH3:13])=[O:30])=[O:4]. The catalyst class is: 42. Reactant: [CH3:1][O:2][C:3]([C:5]1[S:6][CH:7]=[C:8]([Br:12])[C:9]=1[CH2:10]Br)=[O:4].[CH2:13]([O:15][C:16](=[O:30])[CH2:17][NH:18][CH2:19][C:20]1[CH:25]=[CH:24][C:23]([O:26][CH3:27])=[CH:22][C:21]=1[O:28][CH3:29])C.C(=O)([O-])[O-].[K+].[K+]. (3) Product: [CH3:41][C:36]1([CH3:42])[C:37]([CH3:40])([CH3:39])[O:38][B:34]([C:2]2[CH:7]=[CH:6][C:5]([C:8]3([C:11]([O:13][CH3:14])=[O:12])[CH2:10][CH2:9]3)=[CH:4][CH:3]=2)[O:35]1. Reactant: Br[C:2]1[CH:7]=[CH:6][C:5]([C:8]2([C:11]([O:13][CH3:14])=[O:12])[CH2:10][CH2:9]2)=[CH:4][CH:3]=1.C1(P(C2CCCCC2)C2CCCCC2)CCCCC1.[B:34]1([B:34]2[O:38][C:37]([CH3:40])([CH3:39])[C:36]([CH3:42])([CH3:41])[O:35]2)[O:38][C:37]([CH3:40])([CH3:39])[C:36]([CH3:42])([CH3:41])[O:35]1.C([O-])(=O)C.[Ca+2].C([O-])(=O)C. The catalyst class is: 62. (4) Reactant: [Br:1][C:2]1[CH:3]=[CH:4][C:5]([NH:8][C:9]([C:11]2[CH:16]=[CH:15][C:14]([S:17][C:18]3[CH:23]=[CH:22][C:21]([NH:24][C:25]([CH2:27][CH2:28][CH:29]([CH:31]4[C:47]5([CH3:48])[CH:34]([CH:35]6[CH:44]([CH2:45][CH:46]5[O:49]C=O)[C:43]5([CH3:52])[CH:38]([CH2:39][CH:40]([O:53]C=O)[CH2:41][CH2:42]5)[CH2:37][CH:36]6[O:56]C=O)[CH2:33][CH2:32]4)[CH3:30])=[O:26])=[CH:20][CH:19]=3)=[C:13]([NH:59][C:60]3[C:61]4[CH:69]=[CH:68][C:67]([CH:70]([CH3:72])[CH3:71])=[N:66][C:62]=4[N:63]=[CH:64][N:65]=3)[CH:12]=2)=[O:10])=[N:6][CH:7]=1.[OH-].[Na+]. Product: [Br:1][C:2]1[CH:3]=[CH:4][C:5]([NH:8][C:9](=[O:10])[C:11]2[CH:16]=[CH:15][C:14]([S:17][C:18]3[CH:23]=[CH:22][C:21]([NH:24][C:25](=[O:26])[CH2:27][CH2:28][CH:29]([CH:31]4[C:47]5([CH3:48])[CH:34]([CH:35]6[CH:44]([CH2:45][CH:46]5[OH:49])[C:43]5([CH3:52])[CH:38]([CH2:39][CH:40]([OH:53])[CH2:41][CH2:42]5)[CH2:37][CH:36]6[OH:56])[CH2:33][CH2:32]4)[CH3:30])=[CH:20][CH:19]=3)=[C:13]([NH:59][C:60]3[C:61]4[CH:69]=[CH:68][C:67]([CH:70]([CH3:72])[CH3:71])=[N:66][C:62]=4[N:63]=[CH:64][N:65]=3)[CH:12]=2)=[N:6][CH:7]=1. The catalyst class is: 5. (5) Reactant: [Cl:1][C:2]1[CH:3]=[CH:4][C:5]2[N:11]3[C:12]([CH3:15])=[N:13][N:14]=[C:10]3[C@@H:9](C(C)C#N)[O:8][C@H:7]([C:20]3[CH:25]=[CH:24][CH:23]=[C:22]([O:26][CH3:27])[C:21]=3[O:28][CH3:29])[C:6]=2[CH:30]=1.[OH-:31].[Na+].[CH3:33]O.Cl.[CH:36]([OH:39])([CH3:38])C. Product: [Cl:1][C:2]1[CH:3]=[CH:4][C:5]2[N:11]3[C:12]([CH3:15])=[N:13][N:14]=[C:10]3[C@@H:9]([CH2:33][CH2:38][C:36]([OH:39])=[O:31])[O:8][C@H:7]([C:20]3[CH:25]=[CH:24][CH:23]=[C:22]([O:26][CH3:27])[C:21]=3[O:28][CH3:29])[C:6]=2[CH:30]=1. The catalyst class is: 6. (6) Reactant: OO.[Cl:3][C:4]1[O:5][C:6]([C:9]2[CH:10]=[C:11]([CH:14]=[CH:15][CH:16]=2)[C:12]#[N:13])=[CH:7][N:8]=1.C([O-])([O-])=[O:18].[K+].[K+]. Product: [Cl:3][C:4]1[O:5][C:6]([C:9]2[CH:10]=[C:11]([CH:14]=[CH:15][CH:16]=2)[C:12]([NH2:13])=[O:18])=[CH:7][N:8]=1. The catalyst class is: 16. (7) Reactant: [Cl:1][C:2]1[CH:10]=[CH:9][C:5]([C:6](O)=[O:7])=[C:4]([O:11][CH3:12])[CH:3]=1.S(Cl)([Cl:15])=O. Product: [Cl:1][C:2]1[CH:10]=[CH:9][C:5]([C:6]([Cl:15])=[O:7])=[C:4]([O:11][CH3:12])[CH:3]=1. The catalyst class is: 11. (8) Reactant: [C:1]([C:4]1[C:5]([NH:25][C:26]2[CH:27]=[N:28][CH:29]=[C:30]([F:32])[CH:31]=2)=[N:6][N:7]([C:9]2([CH2:22][C:23]#[N:24])[CH2:14][CH2:13][N:12](C(OC(C)(C)C)=O)[CH2:11][CH2:10]2)[CH:8]=1)(=[O:3])[NH2:2].[ClH:33]. Product: [Cl-:33].[C:1]([C:4]1[C:5]([NH:25][C:26]2[CH:27]=[N:28][CH:29]=[C:30]([F:32])[CH:31]=2)=[N:6][N:7]([C:9]2([CH2:22][C:23]#[N:24])[CH2:10][CH2:11][NH2+:12][CH2:13][CH2:14]2)[CH:8]=1)(=[O:3])[NH2:2]. The catalyst class is: 12. (9) Reactant: Cl.[NH2:2][C:3]1[N:7]([C:8]2[CH:9]=[C:10]([CH2:14][OH:15])[CH:11]=[CH:12][CH:13]=2)[N:6]=[C:5]([C:16]([CH3:19])([CH3:18])[CH3:17])[CH:4]=1.N1C=CN=C1.[CH3:25][C:26]([Si:29](Cl)(C)[CH3:30])([CH3:28])[CH3:27]. Product: [C:16]([C:5]1[CH:4]=[C:3]([NH2:2])[N:7]([C:8]2[CH:13]=[CH:12][CH:11]=[C:10]([CH2:14][O:15][SiH:29]([C:26]([CH3:28])([CH3:27])[CH3:25])[CH3:30])[CH:9]=2)[N:6]=1)([CH3:19])([CH3:18])[CH3:17]. The catalyst class is: 3. (10) Reactant: [C:1]([C:3]1[CH:4]=[C:5]([C:13]2[O:17][N:16]=[C:15]([C:18]3[CH:26]=[CH:25][CH:24]=[C:23]4[C:19]=3[CH2:20][CH2:21][C@@H:22]4[NH:27][C@@H:28]([CH3:33])[C:29](OC)=[O:30])[N:14]=2)[CH:6]=[CH:7][C:8]=1[O:9][CH:10]([CH3:12])[CH3:11])#[N:2].[BH4-].[Na+]. Product: [OH:30][CH2:29][C@@H:28]([NH:27][C@@H:22]1[C:23]2[C:19](=[C:18]([C:15]3[N:14]=[C:13]([C:5]4[CH:6]=[CH:7][C:8]([O:9][CH:10]([CH3:12])[CH3:11])=[C:3]([CH:4]=4)[C:1]#[N:2])[O:17][N:16]=3)[CH:26]=[CH:25][CH:24]=2)[CH2:20][CH2:21]1)[CH3:33]. The catalyst class is: 240.